This data is from Experimentally validated miRNA-target interactions with 360,000+ pairs, plus equal number of negative samples. The task is: Binary Classification. Given a miRNA mature sequence and a target amino acid sequence, predict their likelihood of interaction. (1) The miRNA is mmu-miR-331-5p with sequence CUAGGUAUGGUCCCAGGGAUCC. The protein sequence of the target gene is MNGPVDGLCDHSLSEGVFMFTSESVGEGHPDKICDQISDAVLDAHLKQDPNAKVACETVCKTGMVLLCGEITSMAMVDYQRVVRDTIKHIGYDDSAKGFDFKTCNVLVALEQQSPDIAQCVHLDRNEEDVGAGDQGLMFGYATDETEECMPLTIILAHKLNARMADLRRSGLLPWLRPDSKTQVTVQYMQDNGAVIPVRIHTIVISVQHNEDITLEEMRRALKEQVIRAVVPAKYLDEDTVYHLQPSGRFVIGGPQGDAGVTGRKIIVDTYGGWGAHGGGAFSGKDYTKVDRSAAYAARW.... Result: 0 (no interaction). (2) The protein sequence of the target gene is MPVLTTDAESETGIPKSLSNEPPSETMEEIEHTCPQPRLTLTAPAPFADESSCQCQAPHEKLTVAQARLGTPVDRPVRVYADGIFDLFHSGHARALMQAKTLFPNSYLLVGVCSDDLTHKFKGFTVMNEAERYEALRHCRYVDEVIRDAPWTLTPEFLEKHKIDFVAHDDIPYSSAGSDDVYKHIKEAGMFVPTQRTEGISTSDIITRIVRDYDVYARRNLQRGYTAKELNVSFINEKKYRFQNQVDKMKEKVKNVEERSKEFVNRVEEKSHDLIQKWEEKSREFIGNFLELFGPDGAWK.... Result: 0 (no interaction). The miRNA is hsa-miR-1288-3p with sequence UGGACUGCCCUGAUCUGGAGA. (3) The miRNA is hsa-miR-548an with sequence AAAAGGCAUUGUGGUUUUUG. The protein sequence of the target gene is MEQPPASKSKLKKLSEDSLTKQPEEVFDVLEKLGEGSYGSVFKAIHKESGQVVAIKQVPVESDLQEIIKEISIMQQCDSPYVVKYYGSYFKNTDLWIVMEYCGAGSVSDIIRLRNKTLTEDEIATILKSTLKGLEYLHFMRKIHRDIKAGNILLNTEGHAKLADFGVAGQLTDTMAKRNTVIGTPFWMAPEVIQEIGYNCVADIWSLGITSIEMAEGKPPYADIHPMRAIFMIPTNPPPTFRKPELWSDDFTDFVKKCLVKSPEQRATATQLLQHPFIKNAKPVSILRDLIAEAMEIKAK.... Result: 0 (no interaction). (4) The miRNA is rno-miR-132-3p with sequence UAACAGUCUACAGCCAUGGUCG. The protein sequence of the target gene is MAEAEDSPGEQEAAASKPLFAGLSDVSISQDIPIEGEITIPSRARAQEHDSSTLNESIRRTIMRDLKAVGRKFMHVLYPRKSNALLRDWDLWGPLILCVTLALMLQKSSIDGKNDGGGPEFAEVFVIIWFGAVTITLNSKLLGGNISFFQSLCVLGYCILPLNIAMLICRLLLLAGQGPINFMIRLFVVLLMFAWSVVASTAFLADSQPPNRKALAVYPVFLFYFVISWMILTFTP. Result: 0 (no interaction). (5) The miRNA is rno-miR-141-3p with sequence UAACACUGUCUGGUAAAGAUGG. The protein sequence of the target gene is MSKTFLRPKVSSTKVTDWVDPSFDDFLECSGVSTITATSLGVNNSSHRRKNGPSTLESSRFPARKRGNLSSLEQIYGLENSKEYLSENEPWVDKYKPETQHELAVHKKKIEEVETWLKAQVLERQPKQGGSILLITGPPGCGKTTTLKILSKEHGIQVQEWINPVLPDFQKDDFKGMFNTESSFHMFPYQSQIAVFKEFLLRATKYNKLQMLGDDLRTDKKIILVEDLPNQFYRDSHTLHEVLRKYVRIGRCPLIFIISDSLSGDNNQRLLFPKEIQEECSISNISFNPVAPTIMMKFLN.... Result: 0 (no interaction).